From a dataset of Full USPTO retrosynthesis dataset with 1.9M reactions from patents (1976-2016). Predict the reactants needed to synthesize the given product. (1) Given the product [CH3:4][C:2]([O:5][C:6]([NH:8][C@@H:9]([CH2:16][CH:17]([CH3:19])[CH3:18])/[CH:10]=[CH:11]/[C:12]([OH:14])=[O:13])=[O:7])([CH3:1])[CH3:3], predict the reactants needed to synthesize it. The reactants are: [CH3:1][C:2]([O:5][C:6]([NH:8][C@@H:9]([CH2:16][CH:17]([CH3:19])[CH3:18])/[CH:10]=[CH:11]/[C:12]([O:14]C)=[O:13])=[O:7])([CH3:4])[CH3:3].O.[Li+].[OH-]. (2) Given the product [Br:11][C:12]1[CH:19]=[CH:18][C:15]([CH:16]=[O:17])=[C:14]([CH3:20])[CH:13]=1, predict the reactants needed to synthesize it. The reactants are: C(Cl)(=O)C(Cl)=O.CS(C)=O.[Br:11][C:12]1[CH:19]=[CH:18][C:15]([CH2:16][OH:17])=[C:14]([CH3:20])[CH:13]=1.C(N(CC)CC)C.